This data is from Catalyst prediction with 721,799 reactions and 888 catalyst types from USPTO. The task is: Predict which catalyst facilitates the given reaction. Reactant: [F:1][C:2]1[CH:7]=[CH:6][C:5]([NH:8][CH:9]2[CH2:14][CH2:13][N:12](C(OC(C)(C)C)=O)[CH2:11][CH2:10]2)=[CH:4][C:3]=1[O:22][CH3:23].C(O)(C(F)(F)F)=O. Product: [F:1][C:2]1[CH:7]=[CH:6][C:5]([NH:8][CH:9]2[CH2:10][CH2:11][NH:12][CH2:13][CH2:14]2)=[CH:4][C:3]=1[O:22][CH3:23]. The catalyst class is: 2.